Task: Predict the reaction yield, written as a fraction of the theoretical maximum amount of product (1.0 means a 100% yield; for example, 0.34 means a 34% yield).. Dataset: Reaction yield outcomes from USPTO patents with 853,638 reactions The reactants are [CH:1]1[C:15]2=[C:16]3[C:8]([C:9]4[C:14]2=[CH:13][CH:12]=[CH:11][CH:10]=4)=[CH:7][CH:6]=[CH:5][C:4]3=[C:3](B(O)O)[CH:2]=1.Br[C:21]1[CH:22]=[C:23]2[C:28](=[CH:29][CH:30]=1)[CH:27]=[C:26]([OH:31])[CH:25]=[CH:24]2.C(=O)([O-])[O-].[Na+].[Na+].Cl. The catalyst is C1C=CC([P]([Pd]([P](C2C=CC=CC=2)(C2C=CC=CC=2)C2C=CC=CC=2)([P](C2C=CC=CC=2)(C2C=CC=CC=2)C2C=CC=CC=2)[P](C2C=CC=CC=2)(C2C=CC=CC=2)C2C=CC=CC=2)(C2C=CC=CC=2)C2C=CC=CC=2)=CC=1.COCCOC. The product is [CH:1]1[C:15]2=[C:16]3[C:8]([C:9]4[C:14]2=[CH:13][CH:12]=[CH:11][CH:10]=4)=[CH:7][CH:6]=[CH:5][C:4]3=[C:3]([C:21]2[CH:22]=[C:23]3[C:28](=[CH:29][CH:30]=2)[CH:27]=[C:26]([OH:31])[CH:25]=[CH:24]3)[CH:2]=1. The yield is 0.890.